Dataset: Catalyst prediction with 721,799 reactions and 888 catalyst types from USPTO. Task: Predict which catalyst facilitates the given reaction. (1) Reactant: [Cl:1][C:2]1[CH:3]=[CH:4][C:5]([O:15][CH2:16][C:17]2[CH:22]=[CH:21][C:20]([Br:23])=[CH:19][C:18]=2[F:24])=[C:6]([C:8](=O)[CH2:9][CH2:10][C:11](=O)[CH3:12])[CH:7]=1.[NH2:25][C:26]1[CH:27]=[C:28]([CH:32]=[C:33]([Br:35])[CH:34]=1)[C:29]([OH:31])=[O:30].CC1C=CC(S(O)(=O)=O)=CC=1. Product: [Cl:1][C:2]1[CH:3]=[CH:4][C:5]([O:15][CH2:16][C:17]2[CH:22]=[CH:21][C:20]([Br:23])=[CH:19][C:18]=2[F:24])=[C:6]([C:8]2[N:25]([C:26]3[CH:27]=[C:28]([CH:32]=[C:33]([Br:35])[CH:34]=3)[C:29]([OH:31])=[O:30])[C:11]([CH3:12])=[CH:10][CH:9]=2)[CH:7]=1. The catalyst class is: 291. (2) Reactant: [CH2:1]([O:3][C:4]([CH:6]1[CH2:11][CH2:10][CH:9](OS(C)(=O)=O)[CH2:8][CH2:7]1)=[O:5])[CH3:2].[CH3:17][N:18]1[CH:22]=[C:21]([C:23]2[CH:24]=[C:25]([C:29]3[N:34]=[CH:33][C:32]([C:35]4[CH:36]=[N:37][NH:38][CH:39]=4)=[CH:31][N:30]=3)[CH:26]=[CH:27][CH:28]=2)[CH:20]=[N:19]1.C(=O)([O-])[O-].[Cs+].[Cs+].O. Product: [CH2:1]([O:3][C:4]([CH:6]1[CH2:11][CH2:10][CH:9]([N:37]2[CH:36]=[C:35]([C:32]3[CH:31]=[N:30][C:29]([C:25]4[CH:26]=[CH:27][CH:28]=[C:23]([C:21]5[CH:20]=[N:19][N:18]([CH3:17])[CH:22]=5)[CH:24]=4)=[N:34][CH:33]=3)[CH:39]=[N:38]2)[CH2:8][CH2:7]1)=[O:5])[CH3:2]. The catalyst class is: 3.